Task: Predict the product of the given reaction.. Dataset: Forward reaction prediction with 1.9M reactions from USPTO patents (1976-2016) (1) Given the reactants [CH2:1]([O:8][CH2:9][CH2:10][CH2:11][C@H:12]([C:21]1[C:25]2[CH:26]([OH:35])[CH2:27][CH2:28][CH:29]([CH2:30][CH2:31][CH:32]([CH3:34])[CH3:33])[C:24]=2[O:23][N:22]=1)[CH2:13][C:14]([O:16][C:17]([CH3:20])([CH3:19])[CH3:18])=[O:15])[C:2]1[CH:7]=[CH:6][CH:5]=[CH:4][CH:3]=1.[C:36](N1C=CN=C1)([N:38]1[CH:42]=[CH:41][N:40]=[CH:39]1)=[S:37], predict the reaction product. The product is: [CH2:1]([O:8][CH2:9][CH2:10][CH2:11][C@H:12]([C:21]1[C:25]2[CH:26]([O:35][C:36]([N:38]3[CH:42]=[CH:41][N:40]=[CH:39]3)=[S:37])[CH2:27][CH2:28][CH:29]([CH2:30][CH2:31][CH:32]([CH3:33])[CH3:34])[C:24]=2[O:23][N:22]=1)[CH2:13][C:14]([O:16][C:17]([CH3:20])([CH3:19])[CH3:18])=[O:15])[C:2]1[CH:3]=[CH:4][CH:5]=[CH:6][CH:7]=1. (2) Given the reactants C([NH:8][CH:9]1[CH2:15][CH2:14][CH2:13][C:12]2[CH:16]=[CH:17][C:18]([O:20][CH3:21])=[CH:19][C:11]=2[CH2:10]1)C1C=CC=CC=1.[H][H], predict the reaction product. The product is: [CH3:21][O:20][C:18]1[CH:17]=[CH:16][C:12]2[CH2:13][CH2:14][CH2:15][CH:9]([NH2:8])[CH2:10][C:11]=2[CH:19]=1. (3) Given the reactants [CH3:1][C@@:2]1([OH:22])[C@H:6]([OH:7])[C@@H:5]([CH2:8][OH:9])[O:4][C@H:3]1[N:10]1[C:14]2[N:15]=[CH:16][N:17]=[C:18]([NH2:19])[C:13]=2[C:12](C=O)=[CH:11]1.[NH2:23][NH2:24], predict the reaction product. The product is: [CH3:1][C@@:2]1([OH:22])[C@H:6]([OH:7])[C@@H:5]([CH2:8][OH:9])[O:4][C@H:3]1[N:10]1[C:14]2[N:15]=[CH:16][N:17]=[C:18]([NH2:19])[C:13]=2[C:12](=[N:23][NH2:24])[CH2:11]1.